This data is from Forward reaction prediction with 1.9M reactions from USPTO patents (1976-2016). The task is: Predict the product of the given reaction. Given the reactants [O:1]1[CH2:6][CH2:5][CH:4]([O:7][C:8]2[CH:9]=[CH:10][CH:11]=[C:12]3[C:17]=2[N:16]=[C:15]([NH:18][C@H:19]2[CH2:24][CH2:23][C@H:22]([NH2:25])[CH2:21][CH2:20]2)[N:14]=[CH:13]3)[CH2:3][CH2:2]1.[C:26](Cl)(=[O:28])[CH3:27].CCN(CC)CC.CO, predict the reaction product. The product is: [O:1]1[CH2:2][CH2:3][CH:4]([O:7][C:8]2[CH:9]=[CH:10][CH:11]=[C:12]3[C:17]=2[N:16]=[C:15]([NH:18][C@H:19]2[CH2:24][CH2:23][C@H:22]([NH:25][C:26](=[O:28])[CH3:27])[CH2:21][CH2:20]2)[N:14]=[CH:13]3)[CH2:5][CH2:6]1.